Regression/Classification. Given a drug SMILES string, predict its toxicity properties. Task type varies by dataset: regression for continuous values (e.g., LD50, hERG inhibition percentage) or binary classification for toxic/non-toxic outcomes (e.g., AMES mutagenicity, cardiotoxicity, hepatotoxicity). Dataset: ld50_zhu. From a dataset of Acute oral toxicity (LD50) regression data from Zhu et al.. The molecule is CCOC(=O)C(C(C)=O)C(=O)Cc1c(C)n(C(=O)c2ccc(Cl)cc2)c2ccc(OC)cc12. The rat oral LD50 is 3.43, given as -log10 of the dose in mol/kg body weight (higher means more acutely toxic).